This data is from Forward reaction prediction with 1.9M reactions from USPTO patents (1976-2016). The task is: Predict the product of the given reaction. (1) The product is: [C:1]([C:4]1[CH:5]=[C:6]([I:32])[C:7]([C:15]2[CH:24]=[CH:23][CH:22]=[C:21]3[C:16]=2[CH2:17][CH2:18][N:19]([C:25]([O:27][C:28]([CH3:29])([CH3:31])[CH3:30])=[O:26])[CH2:20]3)=[C:8]2[C:12]=1[NH:11][C:10]([CH3:13])=[C:9]2[CH3:14])(=[O:3])[NH2:2]. Given the reactants [C:1]([C:4]1[CH:5]=[CH:6][C:7]([C:15]2[CH:24]=[CH:23][CH:22]=[C:21]3[C:16]=2[CH2:17][CH2:18][N:19]([C:25]([O:27][C:28]([CH3:31])([CH3:30])[CH3:29])=[O:26])[CH2:20]3)=[C:8]2[C:12]=1[NH:11][C@H:10]([CH3:13])[C@@H:9]2[CH3:14])(=[O:3])[NH2:2].[I:32]N1C(=O)CCC1=O.N1C=CC=CC=1, predict the reaction product. (2) Given the reactants [CH3:1][O:2][C:3](=[O:28])[C:4]([NH:20][C:21]([O:23][C:24]([CH3:27])([CH3:26])[CH3:25])=[O:22])=[CH:5][C:6]1[CH:7]=[N:8][CH:9]=[CH:10][C:11]=1[NH:12][C:13]([O:15][C:16]([CH3:19])([CH3:18])[CH3:17])=[O:14], predict the reaction product. The product is: [CH3:1][O:2][C:3](=[O:28])[CH:4]([NH:20][C:21]([O:23][C:24]([CH3:27])([CH3:26])[CH3:25])=[O:22])[CH2:5][C:6]1[CH:7]=[N:8][CH:9]=[CH:10][C:11]=1[NH:12][C:13]([O:15][C:16]([CH3:19])([CH3:18])[CH3:17])=[O:14]. (3) Given the reactants [C:1]1([CH3:15])[CH:6]=[CH:5][CH:4]=[CH:3][C:2]=1[C:7]1[C:8](=[O:14])[NH:9][C:10](=[O:13])[NH:11][CH:12]=1.C(N(C(C)C)C(C)C)C.[Cl:25][CH2:26][CH2:27][CH2:28][N:29]1[CH2:34][C@H:33]2[C@:31]([C:35]3[CH:40]=[CH:39][C:38]([C:41]([F:44])([F:43])[F:42])=[CH:37][CH:36]=3)([CH2:32]2)[CH2:30]1, predict the reaction product. The product is: [ClH:25].[CH3:15][C:1]1[CH:6]=[CH:5][CH:4]=[CH:3][C:2]=1[C:7]1[C:8](=[O:14])[NH:9][C:10](=[O:13])[N:11]([CH2:26][CH2:27][CH2:28][N:29]2[CH2:34][C@H:33]3[C@:31]([C:35]4[CH:40]=[CH:39][C:38]([C:41]([F:44])([F:42])[F:43])=[CH:37][CH:36]=4)([CH2:32]3)[CH2:30]2)[CH:12]=1. (4) Given the reactants Cl.[Cl:2][C:3]1[CH:4]=[CH:5][C:6]([NH:15][C:16]2[C:24]3[C:19](=[CH:20][N:21]=[CH:22][CH:23]=3)[O:18][C:17]=2[C:25]2[N:30]=[CH:29][CH:28]=[CH:27][N:26]=2)=[C:7]2[C:11]=1[N:10](C(=O)C)[N:9]=[CH:8]2.C(=O)(O)[O-], predict the reaction product. The product is: [Cl:2][C:3]1[CH:4]=[CH:5][C:6]([NH:15][C:16]2[C:24]3[C:19](=[CH:20][N:21]=[CH:22][CH:23]=3)[O:18][C:17]=2[C:25]2[N:26]=[CH:27][CH:28]=[CH:29][N:30]=2)=[C:7]2[C:11]=1[NH:10][N:9]=[CH:8]2. (5) Given the reactants [C:1]([O:5][C:6]([N:8]1[CH2:13][CH2:12][CH:11]([C:14]2[CH:15]=[C:16]3[C:25](=[CH:26][C:27]=2Br)[O:24][CH2:23][C:22]2[N:17]3[CH:18]([CH3:30])[C:19](=[O:29])[NH:20][N:21]=2)[CH2:10][CH2:9]1)=[O:7])([CH3:4])([CH3:3])[CH3:2].[CH3:31][C:32]1(C)[C:36](C)(C)OB(C(C)=C)O1.C([O-])([O-])=O.[K+].[K+], predict the reaction product. The product is: [C:1]([O:5][C:6]([N:8]1[CH2:13][CH2:12][CH:11]([C:14]2[CH:15]=[C:16]3[C:25](=[CH:26][C:27]=2[C:32]([CH3:36])=[CH2:31])[O:24][CH2:23][C:22]2[N:17]3[CH:18]([CH3:30])[C:19](=[O:29])[NH:20][N:21]=2)[CH2:10][CH2:9]1)=[O:7])([CH3:4])([CH3:3])[CH3:2]. (6) Given the reactants [F:1][C:2]1[CH:7]=[C:6]([Si:8]([CH3:11])([CH3:10])[CH3:9])[CH:5]=[CH:4][C:3]=1[NH2:12].[Li+].C[Si]([N-][Si](C)(C)C)(C)C.Cl[C:24]1[N:32]=[C:31]([Cl:33])[C:30]([F:34])=[CH:29][C:25]=1[C:26]([OH:28])=[O:27], predict the reaction product. The product is: [Cl:33][C:31]1[C:30]([F:34])=[CH:29][C:25]([C:26]([OH:28])=[O:27])=[C:24]([NH:12][C:3]2[CH:4]=[CH:5][C:6]([Si:8]([CH3:9])([CH3:11])[CH3:10])=[CH:7][C:2]=2[F:1])[N:32]=1.